Dataset: Reaction yield outcomes from USPTO patents with 853,638 reactions. Task: Predict the reaction yield, written as a fraction of the theoretical maximum amount of product (1.0 means a 100% yield; for example, 0.34 means a 34% yield). (1) The reactants are C([O:9][C@H:10]1[C@:14]([F:16])([CH3:15])[C@H:13]([N:17]2[CH:25]=[N:24][C:23]3[C:18]2=[N:19][C:20]([NH2:27])=[N:21][C:22]=3Cl)[O:12][C@@H:11]1[CH2:28][O:29]C(=O)C1C=CC=CC=1)(=O)C1C=CC=CC=1.[CH3:38][OH:39].C[O-].[Na+]. The catalyst is C(O)(=O)C. The product is [NH2:27][C:20]1[N:19]=[C:18]2[C:23]([N:24]=[CH:25][N:17]2[C@@H:13]2[O:12][C@H:11]([CH2:28][OH:29])[C@@H:10]([OH:9])[C@:14]2([F:16])[CH3:15])=[C:22]([O:39][CH3:38])[N:21]=1. The yield is 0.980. (2) The reactants are [OH:1][C:2]1([CH2:8][CH:9]([NH2:22])[CH2:10][N:11]([CH3:21])[C:12](=[O:20])[O:13][CH2:14][CH2:15][Si:16]([CH3:19])([CH3:18])[CH3:17])[CH2:7][CH2:6][CH2:5][CH2:4][CH2:3]1.C[Si](Cl)(C)C.Cl[C:29](OC1C=CC([N+]([O-])=O)=CC=1)=[O:30].Cl.[F:42][C:43]1[CH:44]=[C:45]([C@:49]([C@@H:57]2[CH2:62][CH2:61][CH2:60][NH:59][CH2:58]2)([OH:56])[CH2:50][CH2:51][CH2:52][CH2:53][O:54][CH3:55])[CH:46]=[CH:47][CH:48]=1. The catalyst is C(Cl)Cl.CCN(CC)CC. The product is [F:42][C:43]1[CH:44]=[C:45]([C@:49]([C@@H:57]2[CH2:62][CH2:61][CH2:60][N:59]([C:29]([NH:22][CH:9]([CH2:8][C:2]3([OH:1])[CH2:3][CH2:4][CH2:5][CH2:6][CH2:7]3)[CH2:10][N:11]([CH3:21])[C:12]([O:13][CH2:14][CH2:15][Si:16]([CH3:17])([CH3:19])[CH3:18])=[O:20])=[O:30])[CH2:58]2)([OH:56])[CH2:50][CH2:51][CH2:52][CH2:53][O:54][CH3:55])[CH:46]=[CH:47][CH:48]=1. The yield is 0.500. (3) The reactants are C[O:2][C:3](=[O:33])[CH2:4][C:5]1[CH:14]=[C:13]([CH:15]2[CH2:20][CH2:19][N:18]([S:21]([C:24]3[CH:29]=[C:28]([Cl:30])[CH:27]=[CH:26][C:25]=3[Cl:31])(=[O:23])=[O:22])[CH2:17][CH2:16]2)[C:12]2[C:7](=[CH:8][CH:9]=[C:10]([F:32])[CH:11]=2)[CH:6]=1.O.[OH-].[Li+]. The catalyst is C1COCC1.O. The product is [Cl:31][C:25]1[CH:26]=[CH:27][C:28]([Cl:30])=[CH:29][C:24]=1[S:21]([N:18]1[CH2:19][CH2:20][CH:15]([C:13]2[C:12]3[C:7](=[CH:8][CH:9]=[C:10]([F:32])[CH:11]=3)[CH:6]=[C:5]([CH2:4][C:3]([OH:33])=[O:2])[CH:14]=2)[CH2:16][CH2:17]1)(=[O:23])=[O:22]. The yield is 0.900. (4) The reactants are CC(C)([O-])C.[Na+].[CH3:7][O:8][CH2:9][O:10][C@H:11]([CH3:14])[CH2:12][OH:13].[CH2:15]([N:19]1[C:23]2[CH:24]=[N:25][CH:26]=[CH:27][C:22]=2[S:21]/[C:20]/1=[N:28]\[C:29](=[O:41])[C:30]1[CH:35]=[C:34]([C:36]([F:39])([F:38])[F:37])[CH:33]=[CH:32][C:31]=1F)[CH2:16][CH2:17][CH3:18].OP(O)(O)=O. The catalyst is O1CCCC1. The product is [CH2:15]([N:19]1[C:23]2[CH:24]=[N:25][CH:26]=[CH:27][C:22]=2[S:21]/[C:20]/1=[N:28]\[C:29](=[O:41])[C:30]1[CH:35]=[C:34]([C:36]([F:39])([F:38])[F:37])[CH:33]=[CH:32][C:31]=1[O:13][CH2:12][C@H:11]([O:10][CH2:9][O:8][CH3:7])[CH3:14])[CH2:16][CH2:17][CH3:18]. The yield is 0.730. (5) The reactants are [NH2:1][C:2]1[S:3][C:4]([C:10]2[CH:15]=[CH:14][C:13]([O:16][CH3:17])=[CH:12][CH:11]=2)=[CH:5][C:6]=1[C:7]([OH:9])=O.[C:18]([O:22][C:23]([N:25]1[CH2:31][CH2:30][CH2:29][CH2:28][C@H:27]([NH2:32])[CH2:26]1)=[O:24])([CH3:21])([CH3:20])[CH3:19].F[P-](F)(F)(F)(F)F.N1(O[P+](N(C)C)(N(C)C)N(C)C)C2C=CC=CC=2N=N1.CN1CCOCC1. The catalyst is CN(C=O)C.O.CCOC(C)=O. The product is [C:18]([O:22][C:23]([N:25]1[CH2:31][CH2:30][CH2:29][CH2:28][C@H:27]([NH:32][C:7]([C:6]2[CH:5]=[C:4]([C:10]3[CH:15]=[CH:14][C:13]([O:16][CH3:17])=[CH:12][CH:11]=3)[S:3][C:2]=2[NH2:1])=[O:9])[CH2:26]1)=[O:24])([CH3:21])([CH3:19])[CH3:20]. The yield is 0.500.